The task is: Predict the reaction yield, written as a fraction of the theoretical maximum amount of product (1.0 means a 100% yield; for example, 0.34 means a 34% yield).. This data is from Reaction yield outcomes from USPTO patents with 853,638 reactions. The reactants are [OH:1][CH:2]1[CH2:20][CH:19]2[N:4]([C:5](=[O:39])[CH:6]([NH:31][C:32]([O:34][C:35]([CH3:38])([CH3:37])[CH3:36])=[O:33])[CH2:7][CH2:8][CH2:9][CH2:10][CH2:11][CH:12]=[CH:13][CH:14]3[C:16]([C:22]([NH:24][S:25]([CH:28]4[CH2:30][CH2:29]4)(=[O:27])=[O:26])=[O:23])([NH:17][C:18]2=[O:21])[CH2:15]3)[CH2:3]1.[CH3:40][O:41][C:42]1[CH:50]=[CH:49][C:45]([C:46](Cl)=[O:47])=[CH:44][CH:43]=1. No catalyst specified. The product is [CH3:40][O:41][C:42]1[CH:50]=[CH:49][C:45]([C:46]([O:1][CH:2]2[CH2:20][CH:19]3[N:4]([C:5](=[O:39])[CH:6]([NH:31][C:32]([O:34][C:35]([CH3:36])([CH3:38])[CH3:37])=[O:33])[CH2:7][CH2:8][CH2:9][CH2:10][CH2:11][CH:12]=[CH:13][CH:14]4[C:16]([C:22]([NH:24][S:25]([CH:28]5[CH2:30][CH2:29]5)(=[O:27])=[O:26])=[O:23])([NH:17][C:18]3=[O:21])[CH2:15]4)[CH2:3]2)=[O:47])=[CH:44][CH:43]=1. The yield is 0.270.